Dataset: Catalyst prediction with 721,799 reactions and 888 catalyst types from USPTO. Task: Predict which catalyst facilitates the given reaction. (1) Reactant: [Cl:1][C:2]1[C:11]2[N:10]=[C:9]([C:12]3[N:16]([C:17]4[C:22]([Cl:23])=[CH:21][CH:20]=[CH:19][N:18]=4)[N:15]=[C:14]([Cl:24])[CH:13]=3)[O:8][C:7](=[O:25])[C:6]=2[CH:5]=[C:4](I)[CH:3]=1.[Cu][C:28]#[N:29]. Product: [Cl:1][C:2]1[C:11]2[N:10]=[C:9]([C:12]3[N:16]([C:17]4[C:22]([Cl:23])=[CH:21][CH:20]=[CH:19][N:18]=4)[N:15]=[C:14]([Cl:24])[CH:13]=3)[O:8][C:7](=[O:25])[C:6]=2[CH:5]=[C:4]([C:28]#[N:29])[CH:3]=1. The catalyst class is: 54. (2) Reactant: [C:14]1([As]([C:14]2[CH:19]=[CH:18][CH:17]=[CH:16][CH:15]=2)[C:14]2[CH:19]=[CH:18][CH:17]=[CH:16][CH:15]=2)[CH:19]=[CH:18][CH:17]=[CH:16][CH:15]=1.I[C:21]1[S:22](=[O:28])(=[O:27])[C:23](I)=[CH:24][CH:25]=1.[CH2:29]([C:35]1[S:36][C:37]([Sn](CCCC)(CCCC)CCCC)=[CH:38][CH:39]=1)[CH2:30][CH2:31][CH2:32][CH2:33][CH3:34]. Product: [CH2:29]([C:35]1[S:36][C:37]([C:21]2[S:22](=[O:28])(=[O:27])[C:23]([C:21]3[S:22][C:23]([CH2:15][CH2:16][CH2:17][CH2:18][CH2:19][CH3:14])=[CH:24][CH:25]=3)=[CH:24][CH:25]=2)=[CH:38][CH:39]=1)[CH2:30][CH2:31][CH2:32][CH2:33][CH3:34]. The catalyst class is: 101. (3) Reactant: [CH3:1][O:2][C:3]1[CH:8]=[C:7]([CH3:9])[C:6]([S:10]([N:13]([CH2:15][C:16]2[O:20][C:19]([C:21]([O:23]CC)=O)=[N:18][N:17]=2)[CH3:14])(=[O:12])=[O:11])=[C:5]([CH3:26])[CH:4]=1.[CH3:27][NH:28][CH2:29][C:30]1[CH:31]=[C:32]2[C:36](=[CH:37][CH:38]=1)[CH2:35][N:34]([CH3:39])[CH2:33]2. Product: [CH3:1][O:2][C:3]1[CH:4]=[C:5]([CH3:26])[C:6]([S:10]([N:13]([CH2:15][C:16]2[O:20][C:19]([C:21]([N:28]([CH3:27])[CH2:29][C:30]3[CH:31]=[C:32]4[C:36](=[CH:37][CH:38]=3)[CH2:35][N:34]([CH3:39])[CH2:33]4)=[O:23])=[N:18][N:17]=2)[CH3:14])(=[O:11])=[O:12])=[C:7]([CH3:9])[CH:8]=1. The catalyst class is: 26. (4) Reactant: [C:1]1(=[O:7])[O:6][C:4](=O)[CH:3]=[CH:2]1.NCCC[Si:12]([O:19][CH2:20][CH3:21])([O:16][CH2:17][CH3:18])[O:13][CH2:14][CH3:15].C[Si](C)(C)[NH:24][Si](C)(C)C.[C:31]1([CH3:37])C=CC=C[CH:32]=1. Product: [CH3:32][CH2:31][CH2:37][CH:20]([O:19][Si:12]([O:13][CH2:14][CH3:15])([O:16][CH2:17][CH3:18])[N:24]1[C:1](=[O:7])[CH:2]=[CH:3][C:4]1=[O:6])[CH3:21]. The catalyst class is: 530. (5) Reactant: [CH3:1][O:2][CH2:3][C:4]1[N:9]=[CH:8][C:7]([O:10][C:11]2[CH:12]=[C:13]3[C:17](=[C:18]([O:20][CH:21]([CH3:23])[CH3:22])[CH:19]=2)[NH:16][C:15]([C:24](O)=[O:25])=[CH:14]3)=[CH:6][CH:5]=1.O[N:28]1C2C=CC=CC=2N=N1.Cl.C(N=C=NCCCN(C)C)C.[OH-].[NH4+]. Product: [CH3:1][O:2][CH2:3][C:4]1[N:9]=[CH:8][C:7]([O:10][C:11]2[CH:12]=[C:13]3[C:17](=[C:18]([O:20][CH:21]([CH3:22])[CH3:23])[CH:19]=2)[NH:16][C:15]([C:24]([NH2:28])=[O:25])=[CH:14]3)=[CH:6][CH:5]=1. The catalyst class is: 145. (6) Reactant: Cl[C:2]1[C:3]2[C:4](=[N:8][N:9]([CH2:11][C:12]3[CH:25]=[CH:24][C:15]([CH2:16][N:17]4[CH:22]=[CH:21][CH:20]=[CH:19][C:18]4=[O:23])=[CH:14][CH:13]=3)[CH:10]=2)[N:5]=[CH:6][N:7]=1.Cl[C:27]1[N:32]=[CH:31][N:30]=[C:29]2[N:33]([CH2:36][C:37]3[CH:50]=[CH:49][C:40]([CH2:41][N:42]4[CH:47]=[CH:46][CH:45]=[CH:44][C:43]4=[O:48])=[CH:39][CH:38]=3)[N:34]=[CH:35][C:28]=12.[NH2:51][CH2:52][C:53]1[C:54]([CH3:75])=[CH:55][C:56]([N:60]([C:68]([O:70][C:71]([CH3:74])([CH3:73])[CH3:72])=[O:69])[C:61](=[O:67])[O:62][C:63]([CH3:66])([CH3:65])[CH3:64])=[N:57][C:58]=1[CH3:59]. Product: [CH3:75][C:54]1[C:53]([CH2:52][NH:51][C:2]2[C:3]3[C:4](=[N:8][N:9]([CH2:11][C:12]4[CH:25]=[CH:24][C:15]([CH2:16][N:17]5[CH:22]=[CH:21][CH:20]=[CH:19][C:18]5=[O:23])=[CH:14][CH:13]=4)[CH:10]=3)[N:5]=[CH:6][N:7]=2)=[C:58]([CH3:59])[N:57]=[C:56]([NH:60][C:61](=[O:67])[O:62][C:63]([CH3:65])([CH3:64])[CH3:66])[CH:55]=1.[CH3:75][C:54]1[C:53]([CH2:52][NH:51][C:27]2[N:32]=[CH:31][N:30]=[C:29]3[N:33]([CH2:36][C:37]4[CH:38]=[CH:39][C:40]([CH2:41][N:42]5[CH:47]=[CH:46][CH:45]=[CH:44][C:43]5=[O:48])=[CH:49][CH:50]=4)[N:34]=[CH:35][C:28]=23)=[C:58]([CH3:59])[N:57]=[C:56]([NH:60][C:68](=[O:69])[O:70][C:71]([CH3:72])([CH3:73])[CH3:74])[CH:55]=1. The catalyst class is: 37. (7) Reactant: C(OC(=O)[NH:7][C:8]1[C:12]([C:13]2[N:14]([CH2:38][CH3:39])[C:15]3[C:20]([S:21]([N:24]4[CH2:28][CH2:27][C@@H:26]([NH:29]C(OC(C)(C)C)=O)[CH2:25]4)(=[O:23])=[O:22])=[CH:19][N:18]=[CH:17][C:16]=3[N:37]=2)=[N:11][O:10][N:9]=1)(C)(C)C.CO.Cl. Product: [NH2:29][C@@H:26]1[CH2:27][CH2:28][N:24]([S:21]([C:20]2[C:15]3[N:14]([CH2:38][CH3:39])[C:13]([C:12]4[C:8]([NH2:7])=[N:9][O:10][N:11]=4)=[N:37][C:16]=3[CH:17]=[N:18][CH:19]=2)(=[O:22])=[O:23])[CH2:25]1. The catalyst class is: 28. (8) Reactant: [Br:1][C:2]1[C:9]([CH3:10])=[CH:8][C:5]([C:6]#[N:7])=[CH:4][C:3]=1[CH3:11].[N-:12]=[N+:13]=[N-:14].[Na+].[Cl-].C([NH+](CC)CC)C.Cl. Product: [Br:1][C:2]1[C:3]([CH3:11])=[CH:4][C:5]([C:6]2[N:12]=[N:13][NH:14][N:7]=2)=[CH:8][C:9]=1[CH3:10]. The catalyst class is: 113. (9) Product: [O:1]1[C:5]2[CH:6]=[CH:7][CH:8]=[CH:9][C:4]=2[N:3]=[C:2]1[NH:10][C:11]([CH:13]([C:22]1[CH:23]=[CH:24][C:25]([C:26]([NH:66][CH2:65][CH2:64][N:63]([CH3:67])[CH3:62])=[O:28])=[CH:29][CH:30]=1)[CH2:14][C:15]1[CH:16]=[CH:17][C:18]([F:21])=[CH:19][CH:20]=1)=[O:12]. The catalyst class is: 3. Reactant: [O:1]1[C:5]2[CH:6]=[CH:7][CH:8]=[CH:9][C:4]=2[N:3]=[C:2]1[NH:10][C:11]([CH:13]([C:22]1[CH:30]=[CH:29][C:25]([C:26]([OH:28])=O)=[CH:24][CH:23]=1)[CH2:14][C:15]1[CH:20]=[CH:19][C:18]([F:21])=[CH:17][CH:16]=1)=[O:12].C1C=NC2N(O)N=NC=2C=1.CCN=C=NCCCN(C)C.Cl.CCN(C(C)C)C(C)C.[CH3:62][N:63]([CH3:67])[CH2:64][CH2:65][NH2:66]. (10) Reactant: [N:1]1[C:10]2[C:5](=[CH:6][C:7]([CH2:11][C:12]3[N:16]4[N:17]=[C:18]([C:21](=O)[CH3:22])[CH:19]=[CH:20][C:15]4=[N:14][N:13]=3)=[CH:8][CH:9]=2)[CH:4]=[CH:3][CH:2]=1.Cl.[NH2:25][O:26][CH:27]([CH3:30])[CH2:28][OH:29]. Product: [OH:29][CH2:28][CH:27]([O:26]/[N:25]=[C:21](/[C:18]1[CH:19]=[CH:20][C:15]2[N:16]([C:12]([CH2:11][C:7]3[CH:6]=[C:5]4[C:10](=[CH:9][CH:8]=3)[N:1]=[CH:2][CH:3]=[CH:4]4)=[N:13][N:14]=2)[N:17]=1)\[CH3:22])[CH3:30]. The catalyst class is: 5.